This data is from Full USPTO retrosynthesis dataset with 1.9M reactions from patents (1976-2016). The task is: Predict the reactants needed to synthesize the given product. (1) The reactants are: [Cl:1][C:2]1[CH:3]=[C:4]2[C:9](=[CH:10][C:11]=1[C:12](O)=[O:13])[N:8]=[CH:7][N:6]=[C:5]2[NH:15][CH:16]([C:18]1[NH:22][C:21]2[CH:23]=[CH:24][C:25]([Cl:27])=[CH:26][C:20]=2[N:19]=1)[CH3:17].FC1C(OC(N(C)C)=[N+](C)C)=C(F)C(F)=C(F)C=1F.F[P-](F)(F)(F)(F)F.C(N(C(C)C)CC)(C)C.[NH:63]1[CH2:68][CH2:67][CH2:66][CH2:65][CH2:64]1. Given the product [Cl:1][C:2]1[CH:3]=[C:4]2[C:9](=[CH:10][C:11]=1[C:12]([N:63]1[CH2:68][CH2:67][CH2:66][CH2:65][CH2:64]1)=[O:13])[N:8]=[CH:7][N:6]=[C:5]2[NH:15][CH:16]([C:18]1[NH:22][C:21]2[CH:23]=[CH:24][C:25]([Cl:27])=[CH:26][C:20]=2[N:19]=1)[CH3:17], predict the reactants needed to synthesize it. (2) Given the product [CH2:16]([O:15][C:12]1[CH:11]=[CH:10][C:9]([C:4]2[C:3](=[O:23])[N:29]3[N:28]=[CH:27][C:26]([C:25]#[N:24])=[C:8]3[NH:6][CH:5]=2)=[CH:14][CH:13]=1)[C:17]1[CH:18]=[CH:19][CH:20]=[CH:21][CH:22]=1, predict the reactants needed to synthesize it. The reactants are: CO[C:3](=[O:23])[C:4]([C:9]1[CH:14]=[CH:13][C:12]([O:15][CH2:16][C:17]2[CH:22]=[CH:21][CH:20]=[CH:19][CH:18]=2)=[CH:11][CH:10]=1)=[CH:5][N:6]([CH3:8])C.[NH2:24][C:25]1[NH:29][N:28]=[CH:27][C:26]=1C#N. (3) The reactants are: [Cl:1][C:2]1[CH:7]=[CH:6][CH:5]=[C:4]([Cl:8])[C:3]=1[N:9]1[C:13](=[O:14])[NH:12][C:11]([C:15]2[CH:20]=[CH:19][C:18]([N+:21]([O-])=O)=[C:17]([O:24][CH3:25])[CH:16]=2)=[N:10]1.Cl. Given the product [NH2:21][C:18]1[CH:19]=[CH:20][C:15]([C:11]2[NH:12][C:13](=[O:14])[N:9]([C:3]3[C:2]([Cl:1])=[CH:7][CH:6]=[CH:5][C:4]=3[Cl:8])[N:10]=2)=[CH:16][C:17]=1[O:24][CH3:25], predict the reactants needed to synthesize it. (4) Given the product [C:20]([C:23]1[CH:28]=[CH:27][C:26]([C:11]2[C:12](=[O:13])[O:14][C:7]3[C:8]([CH:10]=2)=[CH:9][C:4]2[CH2:3][CH2:2][CH2:19][N:18]4[CH2:17][CH2:16][CH2:15][C:6]=3[C:5]=24)=[CH:25][CH:24]=1)(=[O:22])[CH3:21], predict the reactants needed to synthesize it. The reactants are: [Br-].[CH2:2]1[CH2:19][N:18]2[C:5]3[C:6]([CH2:15][CH2:16][CH2:17]2)=[C:7]2[O:14][C:12](=[O:13])[CH:11]=[CH:10][C:8]2=[CH:9][C:4]=3[CH2:3]1.[C:20]([C:23]1[CH:28]=[CH:27][C:26](B(O)O)=[CH:25][CH:24]=1)(=[O:22])[CH3:21]. (5) Given the product [Cl:18][C:12]1[CH:13]=[CH:14][CH:15]=[C:16]2[C:11]=1[N:10]=[CH:9][C:8]([SH:7])=[CH:17]2, predict the reactants needed to synthesize it. The reactants are: [S-2].[Na+].[Na+].CN(C)C(=S)[S:7][C:8]1[CH:9]=[N:10][C:11]2[C:16]([CH:17]=1)=[CH:15][CH:14]=[CH:13][C:12]=2[Cl:18].C(O)(=O)CC(CC(O)=O)(C(O)=O)O. (6) Given the product [F:31][C:25]([F:30])([C:14]1[N:13]([C:6]2[CH:7]=[CH:8][C:9]([NH2:10])=[C:4]([CH3:3])[CH:5]=2)[C:17]([C:18]([F:23])([F:24])[C:19]([F:20])([F:21])[F:22])=[N:16][N:15]=1)[C:26]([F:29])([F:28])[F:27], predict the reactants needed to synthesize it. The reactants are: [BH4-].[Na+].[CH3:3][C:4]1[CH:5]=[C:6]([N:13]2[C:17]([C:18]([F:24])([F:23])[C:19]([F:22])([F:21])[F:20])=[N:16][N:15]=[C:14]2[C:25]([F:31])([F:30])[C:26]([F:29])([F:28])[F:27])[CH:7]=[CH:8][C:9]=1[N+:10]([O-])=O.